Dataset: Reaction yield outcomes from USPTO patents with 853,638 reactions. Task: Predict the reaction yield, written as a fraction of the theoretical maximum amount of product (1.0 means a 100% yield; for example, 0.34 means a 34% yield). (1) The reactants are [Cl:1][C:2]1[CH:17]=[CH:16][C:15]([Cl:18])=[CH:14][C:3]=1[O:4][C:5]1[N:13]=[CH:12][CH:11]=[CH:10][C:6]=1[C:7]([OH:9])=O.[F:19][C:20]1[CH:21]=[C:22]2[C:27](=[CH:28][CH:29]=1)[NH:26][CH2:25][CH2:24][CH2:23]2.C(N(CC)CC)C.[I-].ClC1C=CC=C[N+]=1C. The catalyst is ClCCl. The product is [Cl:1][C:2]1[CH:17]=[CH:16][C:15]([Cl:18])=[CH:14][C:3]=1[O:4][C:5]1[C:6]([C:7]([N:26]2[C:27]3[C:22](=[CH:21][C:20]([F:19])=[CH:29][CH:28]=3)[CH2:23][CH2:24][CH2:25]2)=[O:9])=[CH:10][CH:11]=[CH:12][N:13]=1. The yield is 0.310. (2) The reactants are [O:1]=[C:2]1[NH:8][C:7]2[CH:9]=[C:10]([NH:13][C:14]([NH:16]C3C=CC=CC=3)=[O:15])[CH:11]=[CH:12][C:6]=2[N:5]=[C:4]([C:23]2[CH:28]=[CH:27][CH:26]=[C:25](B3OC(C)(C)C(C)(C)O3)[CH:24]=2)[CH2:3]1.[C:38]1([CH3:44])[CH:43]=[CH:42][CH:41]=[CH:40][CH:39]=1.Br[C:46]1[CH:51]=[C:50]([CH3:52])[N:49]=[C:48]([CH3:53])[CH:47]=1.[F-].[Cs+]. The catalyst is C1COCC1.C1C=CC(P(C2C=CC=CC=2)[C-]2C=CC=C2)=CC=1.C1C=CC(P(C2C=CC=CC=2)[C-]2C=CC=C2)=CC=1.Cl[Pd]Cl.[Fe+2]. The product is [CH2:44]([NH:16][C:14]([NH:13][C:10]1[CH:11]=[CH:12][C:6]2[N:5]=[C:4]([C:23]3[CH:28]=[CH:27][CH:26]=[C:25]([C:46]4[CH:51]=[C:50]([CH3:52])[N:49]=[C:48]([CH3:53])[CH:47]=4)[CH:24]=3)[CH2:3][C:2](=[O:1])[NH:8][C:7]=2[CH:9]=1)=[O:15])[C:38]1[CH:43]=[CH:42][CH:41]=[CH:40][CH:39]=1. The yield is 0.102. (3) The reactants are Cl[C:2]1[CH:7]=[CH:6][C:5]([N+:8]([O-:10])=[O:9])=[C:4]([CH2:11][S:12]([C:15]2[CH:20]=[CH:19][CH:18]=[CH:17][CH:16]=2)(=[O:14])=[O:13])[N:3]=1.[CH2:21]([N:28]1[CH2:33][CH2:32][NH:31][CH2:30][CH2:29]1)[C:22]1[CH:27]=[CH:26][CH:25]=[CH:24][CH:23]=1.C([O-])([O-])=O.[K+].[K+]. The catalyst is C(O)C.O. The product is [CH2:21]([N:28]1[CH2:33][CH2:32][N:31]([C:2]2[N:3]=[C:4]([CH2:11][S:12]([C:15]3[CH:20]=[CH:19][CH:18]=[CH:17][CH:16]=3)(=[O:14])=[O:13])[C:5]([N+:8]([O-:10])=[O:9])=[CH:6][CH:7]=2)[CH2:30][CH2:29]1)[C:22]1[CH:23]=[CH:24][CH:25]=[CH:26][CH:27]=1. The yield is 0.960. (4) The reactants are [C:1]([C:5]1[CH:9]=[C:8]([NH:10][C:11]([NH:13][C:14]2[CH:19]=[CH:18][C:17]([O:20][C:21]3[CH:26]=[CH:25][N:24]=[C:23]([C:27](=[O:30])[NH:28][CH3:29])[CH:22]=3)=[CH:16][C:15]=2[F:31])=[O:12])[N:7]([C:32]2[CH:33]=[C:34]3[C:39](=[CH:40][CH:41]=2)[CH2:38][N:37](C(OCC2C=CC=CC=2)=O)[CH2:36][CH2:35]3)[N:6]=1)([CH3:4])([CH3:3])[CH3:2].C(O)=O. The catalyst is CO.[Pd]. The product is [C:1]([C:5]1[CH:9]=[C:8]([NH:10][C:11]([NH:13][C:14]2[CH:19]=[CH:18][C:17]([O:20][C:21]3[CH:26]=[CH:25][N:24]=[C:23]([C:27](=[O:30])[NH:28][CH3:29])[CH:22]=3)=[CH:16][C:15]=2[F:31])=[O:12])[N:7]([C:32]2[CH:33]=[C:34]3[C:39](=[CH:40][CH:41]=2)[CH2:38][NH:37][CH2:36][CH2:35]3)[N:6]=1)([CH3:4])([CH3:2])[CH3:3]. The yield is 0.560.